From a dataset of Catalyst prediction with 721,799 reactions and 888 catalyst types from USPTO. Predict which catalyst facilitates the given reaction. (1) Reactant: C([O:3][C:4]([C:6]1[C:11]([NH:12][C:13]2[CH:14]=[N:15][CH:16]=[N:17][CH:18]=2)=[N:10][CH:9]=[C:8]([CH3:19])[N:7]=1)=[O:5])C.[OH-].[Li+]. Product: [CH3:19][C:8]1[N:7]=[C:6]([C:4]([OH:5])=[O:3])[C:11]([NH:12][C:13]2[CH:18]=[N:17][CH:16]=[N:15][CH:14]=2)=[N:10][CH:9]=1. The catalyst class is: 219. (2) Reactant: [Cl:1][C:2]1[CH:3]=[C:4]([NH:15][C:16]2[C:26]3[CH:25]=[C:24]([C:27]([O:29][CH3:30])=[O:28])[CH2:23][CH2:22][NH:21][C:20]=3[N:19]=[CH:18][N:17]=2)[CH:5]=[CH:6][C:7]=1[O:8][CH:9]1[CH2:14][CH2:13][NH:12][CH2:11][CH2:10]1.N1C=CC=CC=1.[CH3:37][N:38]1[C:42]([C:43](Cl)=[O:44])=[CH:41][C:40]([CH3:46])=[N:39]1.C(=O)(O)[O-].[Na+]. Product: [Cl:1][C:2]1[CH:3]=[C:4]([NH:15][C:16]2[C:26]3[CH:25]=[C:24]([C:27]([O:29][CH3:30])=[O:28])[CH2:23][CH2:22][NH:21][C:20]=3[N:19]=[CH:18][N:17]=2)[CH:5]=[CH:6][C:7]=1[O:8][CH:9]1[CH2:10][CH2:11][N:12]([C:43]([C:42]2[N:38]([CH3:37])[N:39]=[C:40]([CH3:46])[CH:41]=2)=[O:44])[CH2:13][CH2:14]1. The catalyst class is: 7. (3) Reactant: [C:1]([C:3]1[CH:4]=[C:5]([CH:18]=[C:19]([C:21]2[CH:26]=[CH:25][CH:24]=[C:23]([F:27])[CH:22]=2)[CH:20]=1)[C:6]([NH:8][C:9]1[C:14]([F:15])=[CH:13][CH:12]=[C:11]([OH:16])[C:10]=1[F:17])=O)#[N:2]. Product: [F:17][C:10]1[C:11]([OH:16])=[CH:12][CH:13]=[C:14]([F:15])[C:9]=1[NH:8][CH2:6][C:5]1[CH:4]=[C:3]([CH:20]=[C:19]([C:21]2[CH:26]=[CH:25][CH:24]=[C:23]([F:27])[CH:22]=2)[CH:18]=1)[C:1]#[N:2]. The catalyst class is: 1. (4) Reactant: [C:1]([C:5]1[CH:10]=[CH:9][C:8]([NH:11][C:12]([NH:14][CH2:15][CH2:16][CH2:17][N:18]([CH2:20][C@@H:21]2[C@@H:25]([OH:26])[C@@H:24]([OH:27])[C@H:23]([N:28]3[C:32]4[N:33]=[CH:34][N:35]=[C:36]([NH:37][CH2:38][C:39]5[CH:44]=[CH:43][C:42]([O:45][CH3:46])=[CH:41][C:40]=5[O:47][CH3:48])[C:31]=4[CH:30]=[CH:29]3)[O:22]2)[CH3:19])=[O:13])=[CH:7][CH:6]=1)([CH3:4])([CH3:3])[CH3:2].[ClH:49].O. Product: [ClH:49].[C:1]([C:5]1[CH:10]=[CH:9][C:8]([NH:11][C:12]([NH:14][CH2:15][CH2:16][CH2:17][N:18]([CH2:20][C@@H:21]2[C@@H:25]([OH:26])[C@@H:24]([OH:27])[C@H:23]([N:28]3[C:32]4[N:33]=[CH:34][N:35]=[C:36]([NH:37][CH2:38][C:39]5[CH:44]=[CH:43][C:42]([O:45][CH3:46])=[CH:41][C:40]=5[O:47][CH3:48])[C:31]=4[CH:30]=[CH:29]3)[O:22]2)[CH3:19])=[O:13])=[CH:7][CH:6]=1)([CH3:4])([CH3:2])[CH3:3]. The catalyst class is: 5.